Predict the reactants needed to synthesize the given product. From a dataset of Full USPTO retrosynthesis dataset with 1.9M reactions from patents (1976-2016). Given the product [NH2:20][C:11]1[C:10]2[N:9]=[C:8]([CH2:21][CH2:22][O:23][CH3:24])[N:7]([CH2:6][CH2:5][O:4][CH2:3][CH2:2][NH:1][C:32]([NH:31][C:25]3[CH:30]=[CH:29][CH:28]=[CH:27][CH:26]=3)=[O:33])[C:19]=2[C:18]2[CH2:17][CH2:16][CH2:15][CH2:14][C:13]=2[N:12]=1, predict the reactants needed to synthesize it. The reactants are: [NH2:1][CH2:2][CH2:3][O:4][CH2:5][CH2:6][N:7]1[C:19]2[C:18]3[CH2:17][CH2:16][CH2:15][CH2:14][C:13]=3[N:12]=[C:11]([NH2:20])[C:10]=2[N:9]=[C:8]1[CH2:21][CH2:22][O:23][CH3:24].[C:25]1([N:31]=[C:32]=[O:33])[CH:30]=[CH:29][CH:28]=[CH:27][CH:26]=1.CCN(CC)CC.